From a dataset of Reaction yield outcomes from USPTO patents with 853,638 reactions. Predict the reaction yield, written as a fraction of the theoretical maximum amount of product (1.0 means a 100% yield; for example, 0.34 means a 34% yield). (1) The reactants are [Br:1][C:2]1[CH:11]=[CH:10][C:9]2[O:8][C@@H:7]3[CH2:12][CH2:13][CH2:14][O:15][C@H:6]3[C:5](=O)[C:4]=2[CH:3]=1.[C:17](=[O:20])([O-])[O-].[NH4+:21].[NH4+:22].[C-]#N.[K+].S([O-])(O)=O.[Na+].C[CH2:32][OH:33]. The product is [Br:1][C:2]1[CH:11]=[CH:10][C:9]2[O:8][CH:7]3[CH2:12][CH2:13][CH2:14][O:15][CH:6]3[C:5]3([C:32](=[O:33])[NH:22][C:17](=[O:20])[NH:21]3)[C:4]=2[CH:3]=1. No catalyst specified. The yield is 0.710. (2) The catalyst is CC(O)C. The reactants are [O:1]1[CH2:3][CH:2]1[CH:4]([NH:12][C:13](=[O:19])[O:14][C:15]([CH3:18])([CH3:17])[CH3:16])[CH2:5][C:6]1[CH:11]=[CH:10][CH:9]=[CH:8][CH:7]=1.Cl.Cl.[NH:22]1[C:26]2[CH:27]=[CH:28][CH:29]=[CH:30][C:25]=2[N:24]=[C:23]1[CH2:31][NH2:32].CCN(C(C)C)C(C)C. The product is [NH:22]1[C:26]2[CH:27]=[CH:28][CH:29]=[CH:30][C:25]=2[N:24]=[C:23]1[CH2:31][NH:32][CH2:3][CH:2]([OH:1])[CH:4]([NH:12][C:13](=[O:19])[O:14][C:15]([CH3:18])([CH3:17])[CH3:16])[CH2:5][C:6]1[CH:11]=[CH:10][CH:9]=[CH:8][CH:7]=1. The yield is 0.610. (3) The reactants are [C:1]([O:5][C:6]([NH:8][CH:9]([C:15]([O:17][CH3:18])=[O:16])[CH2:10][CH2:11][C:12]([OH:14])=O)=[O:7])([CH3:4])([CH3:3])[CH3:2].[CH3:19][O:20][CH2:21][C@@H:22]1[CH2:26][CH2:25][CH2:24][NH:23]1.O.ON1C2C=CC=CC=2N=N1.C(Cl)CCl. The catalyst is C(Cl)Cl. The product is [CH3:18][O:17][C:15](=[O:16])[CH:9]([NH:8][C:6]([O:5][C:1]([CH3:2])([CH3:3])[CH3:4])=[O:7])[CH2:10][CH2:11][C:12]([N:23]1[CH2:24][CH2:25][CH2:26][C@H:22]1[CH2:21][O:20][CH3:19])=[O:14]. The yield is 0.950.